This data is from Forward reaction prediction with 1.9M reactions from USPTO patents (1976-2016). The task is: Predict the product of the given reaction. (1) Given the reactants [C:1]([C:3]1[N:7]([CH:8]2[CH2:13][CH2:12][N:11]([C:14]([O:16][CH:17]([CH3:19])[CH3:18])=[O:15])[CH2:10][CH2:9]2)[N:6]=[CH:5][C:4]=1[CH2:20][OH:21])#[N:2].ClN1C(=O)N(Cl)C(=O)N(Cl)C1=O.CC1(C)N([O])C(C)(C)CCC1, predict the reaction product. The product is: [C:1]([C:3]1[N:7]([CH:8]2[CH2:13][CH2:12][N:11]([C:14]([O:16][CH:17]([CH3:19])[CH3:18])=[O:15])[CH2:10][CH2:9]2)[N:6]=[CH:5][C:4]=1[CH:20]=[O:21])#[N:2]. (2) Given the reactants [CH2:1]([N:3]([CH2:14][C:15]1[NH:19][C:18]2[CH:20]=[CH:21][C:22]([C:24]([NH:26][CH2:27][CH2:28]C3N=CNC=3)=[O:25])=[CH:23][C:17]=2[N:16]=1)[CH:4]1[C:13]2[N:12]=[CH:11][CH:10]=[CH:9][C:8]=2[CH2:7][CH2:6][CH2:5]1)[CH3:2].FC1C(OC(C2C=C[C:47]3[NH:48][C:49](CN(C)C4C5N=CC=CC=5CCC4)=NC=3C=2)=O)=C(F)C(F)=C(F)C=1F.CN(C)CCN, predict the reaction product. The product is: [CH3:47][N:48]([CH3:49])[CH2:28][CH2:27][NH:26][C:24]([C:22]1[CH:21]=[CH:20][C:18]2[NH:19][C:15]([CH2:14][N:3]([CH2:1][CH3:2])[CH:4]3[C:13]4[N:12]=[CH:11][CH:10]=[CH:9][C:8]=4[CH2:7][CH2:6][CH2:5]3)=[N:16][C:17]=2[CH:23]=1)=[O:25]. (3) Given the reactants [CH2:1]([N:8]1[CH2:13][CH2:12][CH:11]([C:14]([NH:16][C:17]2[CH:22]=[CH:21][C:20]([CH2:23][NH:24][C:25]3[C:34]4[C:29](=[CH:30][C:31](I)=[CH:32][CH:33]=4)[N:28]=[C:27]([N:36]([CH3:38])[CH3:37])[N:26]=3)=[CH:19][CH:18]=2)=[O:15])[CH2:10][CH2:9]1)[C:2]1[CH:7]=[CH:6][CH:5]=[CH:4][CH:3]=1.[CH2:39]([Sn](CCCC)(CCCC)/C=C/C)[CH2:40][CH2:41]C, predict the reaction product. The product is: [CH2:1]([N:8]1[CH2:13][CH2:12][CH:11]([C:14]([NH:16][C:17]2[CH:22]=[CH:21][C:20]([CH2:23][NH:24][C:25]3[C:34]4[C:29](=[CH:30][C:31](/[CH:39]=[CH:40]/[CH3:41])=[CH:32][CH:33]=4)[N:28]=[C:27]([N:36]([CH3:38])[CH3:37])[N:26]=3)=[CH:19][CH:18]=2)=[O:15])[CH2:10][CH2:9]1)[C:2]1[CH:7]=[CH:6][CH:5]=[CH:4][CH:3]=1. (4) The product is: [O:1]=[C:2]1[C:11]2[CH2:10][CH2:9][CH2:8][CH2:7][C:6]=2[N:5]([C:23]2[CH:22]=[CH:28][CH:27]=[CH:26][CH:25]=2)[C:4]2=[C:12]([C:15]#[N:16])[CH:13]=[N:14][N:3]12. Given the reactants [O:1]=[C:2]1[C:11]2[CH2:10][CH2:9][CH2:8][CH2:7][C:6]=2[NH:5][C:4]2=[C:12]([C:15]#[N:16])[CH:13]=[N:14][N:3]12.CCN([CH2:22][CH3:23])CC.N1C=[CH:28][CH:27]=[CH:26][CH:25]=1, predict the reaction product.